The task is: Predict which catalyst facilitates the given reaction.. This data is from Catalyst prediction with 721,799 reactions and 888 catalyst types from USPTO. (1) Reactant: [H-].[Na+].[O:3]=[C:4]1[NH:13][CH:12]([C:14]2[CH:21]=[CH:20][C:17]([C:18]#[N:19])=[CH:16][C:15]=2[CH3:22])[C:11]2[C:10](=[O:23])[CH2:9][CH2:8][CH2:7][C:6]=2[N:5]1[C:24]1[CH:29]=[CH:28][CH:27]=[C:26]([C:30]([F:33])([F:32])[F:31])[CH:25]=1.[CH3:34][S:35](Cl)(=[O:37])=[O:36]. Product: [CH3:22][C:15]1[CH:16]=[C:17]([CH:20]=[CH:21][C:14]=1[CH:12]1[C:11]2[C:10](=[O:23])[CH2:9][CH2:8][CH2:7][C:6]=2[N:5]([C:24]2[CH:29]=[CH:28][CH:27]=[C:26]([C:30]([F:33])([F:31])[F:32])[CH:25]=2)[C:4](=[O:3])[N:13]1[S:35]([CH3:34])(=[O:37])=[O:36])[C:18]#[N:19]. The catalyst class is: 7. (2) Reactant: [Cl:1][C:2]1[CH:17]=[C:16]([F:18])[C:15]([N:19]2[C:24](=[O:25])[CH:23]=[C:22]([C:26]([F:29])([F:28])[F:27])[N:21]([CH3:30])[C:20]2=[O:31])=[CH:14][C:3]=1[C:4]([O:6][C:7]([CH3:13])([CH3:12])[C:8]([O:10]C)=[O:9])=[O:5].Cl. Product: [Cl:1][C:2]1[CH:17]=[C:16]([F:18])[C:15]([N:19]2[C:24](=[O:25])[CH:23]=[C:22]([C:26]([F:27])([F:29])[F:28])[N:21]([CH3:30])[C:20]2=[O:31])=[CH:14][C:3]=1[C:4]([O:6][C:7]([CH3:13])([CH3:12])[C:8]([OH:10])=[O:9])=[O:5]. The catalyst class is: 15. (3) Reactant: [NH2:1][C:2](=[S:14])[C:3]([NH:6][C:7](=[O:13])[O:8][C:9]([CH3:12])([CH3:11])[CH3:10])([CH3:5])[CH3:4].CO[C:17](OC)([N:19]([CH3:21])[CH3:20])[CH3:18]. Product: [C:9]([O:8][C:7](=[O:13])[NH:6][C:3]([CH3:5])([CH3:4])[C:2]([N:1]=[C:17]([N:19]([CH3:21])[CH3:20])[CH3:18])=[S:14])([CH3:12])([CH3:11])[CH3:10]. The catalyst class is: 2. (4) Reactant: [Br:1][C:2]1[CH:3]=[C:4]([C:17]2[N:18]=[C:19]([CH:23]3[CH2:28][CH2:27][N:26]([C:29](=[O:40])CC4NC5=NC=CC=C5N=4)[CH2:25][CH2:24]3)[S:20][C:21]=2[Cl:22])[CH:5]=[C:6]([O:12][C:13]([F:16])([F:15])[F:14])[C:7]=1[C:8]([F:11])([F:10])[F:9].C([N:44]([CH:47]([CH3:49])[CH3:48])[CH2:45]C)(C)C.C[CH2:51][N:52]=C=NCCCN(C)C.[C:61]([OH:67])([C:63](F)(F)F)=[O:62]. Product: [Br:1][C:2]1[CH:3]=[C:4]([C:17]2[N:18]=[C:19]([CH:23]3[CH2:24][CH2:25][N:26]([C:29](=[O:40])[CH2:45][N:44]4[C:47]([CH3:48])=[CH:49][C:51]([CH2:63][C:61]([OH:67])=[O:62])=[N:52]4)[CH2:27][CH2:28]3)[S:20][C:21]=2[Cl:22])[CH:5]=[C:6]([O:12][C:13]([F:14])([F:15])[F:16])[C:7]=1[C:8]([F:11])([F:9])[F:10]. The catalyst class is: 726. (5) Reactant: CS(OS(C)(=O)=O)(=O)=O.[Br:10][C:11]1[N:21]=[C:14]2[CH:15]=[CH:16][CH:17]=[C:18]([CH2:19]O)[N:13]2[N:12]=1.C(N(CC)C(C)C)(C)C.[NH:31]1[CH2:36][CH2:35][NH:34][CH2:33][C:32]1=[O:37]. Product: [Br:10][C:11]1[N:21]=[C:14]2[CH:15]=[CH:16][CH:17]=[C:18]([CH2:19][N:34]3[CH2:35][CH2:36][NH:31][C:32](=[O:37])[CH2:33]3)[N:13]2[N:12]=1. The catalyst class is: 9. (6) Reactant: II.FC(F)(F)C(OC1C(OC(=O)C(F)(F)F)=C([I:14])C=CC=1)=O.[CH2:24]([O:26][C:27](=[O:60])[C@H:28]([CH2:37][C:38]1[CH:43]=[CH:42][C:41]([O:44][C:45]([O:47][C:48]([CH3:51])([CH3:50])[CH3:49])=[O:46])=[C:40]([O:52][C:53]([O:55][C:56]([CH3:59])([CH3:58])[CH3:57])=[O:54])[CH:39]=1)[NH:29][C:30]([O:32][C:33]([CH3:36])([CH3:35])[CH3:34])=[O:31])[CH3:25]. Product: [CH2:24]([O:26][C:27](=[O:60])[C@H:28]([CH2:37][C:38]1[C:43]([I:14])=[CH:42][C:41]([O:44][C:45]([O:47][C:48]([CH3:49])([CH3:50])[CH3:51])=[O:46])=[C:40]([O:52][C:53]([O:55][C:56]([CH3:59])([CH3:58])[CH3:57])=[O:54])[CH:39]=1)[NH:29][C:30]([O:32][C:33]([CH3:34])([CH3:35])[CH3:36])=[O:31])[CH3:25]. The catalyst class is: 4. (7) Reactant: [F:1][C:2]1[CH:7]=[C:6]([F:8])[CH:5]=[CH:4][C:3]=1[N:9]1[C:13]([C:14]2[S:30][C:17]3[C:18]4[CH:26]=[CH:25][C:24]([C:27](O)=[O:28])=[CH:23][C:19]=4[O:20][CH2:21][CH2:22][C:16]=3[CH:15]=2)=[N:12][CH:11]=[N:10]1.[Cl-].[NH4+].C[N:34](C(ON1N=NC2C=CC=NC1=2)=[N+](C)C)C.F[P-](F)(F)(F)(F)F.CCN(C(C)C)C(C)C. Product: [F:1][C:2]1[CH:7]=[C:6]([F:8])[CH:5]=[CH:4][C:3]=1[N:9]1[C:13]([C:14]2[S:30][C:17]3[C:18]4[CH:26]=[CH:25][C:24]([C:27]([NH2:34])=[O:28])=[CH:23][C:19]=4[O:20][CH2:21][CH2:22][C:16]=3[CH:15]=2)=[N:12][CH:11]=[N:10]1. The catalyst class is: 1.